Dataset: Catalyst prediction with 721,799 reactions and 888 catalyst types from USPTO. Task: Predict which catalyst facilitates the given reaction. (1) Reactant: [H-].[Na+].[Cl:3][C:4]1[CH:5]=[C:6]([N:10]2[CH:14]=[C:13]([CH:15]([OH:17])[CH3:16])[CH:12]=[N:11]2)[CH:7]=[CH:8][CH:9]=1.[CH3:18][N:19]1[C:23](S(C)(=O)=O)=[N:22][N:21]=[C:20]1[C:28]1[CH:33]=[CH:32][N:31]=[CH:30][CH:29]=1. Product: [Cl:3][C:4]1[CH:5]=[C:6]([N:10]2[CH:14]=[C:13]([CH:15]([O:17][C:23]3[N:19]([CH3:18])[C:20]([C:28]4[CH:33]=[CH:32][N:31]=[CH:30][CH:29]=4)=[N:21][N:22]=3)[CH3:16])[CH:12]=[N:11]2)[CH:7]=[CH:8][CH:9]=1. The catalyst class is: 163. (2) Reactant: [CH:1](=O)[C:2]1[CH:7]=[CH:6][CH:5]=[CH:4][CH:3]=1.Cl.[Cl:10][C:11]1[CH:22]=[C:21]([O:23][CH2:24][CH:25]=[C:26]([Cl:28])[Cl:27])[CH:20]=[C:19]([Cl:29])[C:12]=1[O:13][CH2:14][CH2:15][CH2:16][O:17][NH2:18].C(O)(=O)CC(CC(O)=O)(C(O)=O)O. Product: [Cl:10][C:11]1[CH:22]=[C:21]([O:23][CH2:24][CH:25]=[C:26]([Cl:27])[Cl:28])[CH:20]=[C:19]([Cl:29])[C:12]=1[O:13][CH2:14][CH2:15][CH2:16][O:17][N:18]=[CH:1][C:2]1[CH:7]=[CH:6][CH:5]=[CH:4][CH:3]=1. The catalyst class is: 17. (3) Reactant: [N:1]1([CH2:7][CH2:8][NH:9][S:10]([C:13]2[CH:18]=[CH:17][C:16]([N+:19]([O-])=O)=[CH:15][CH:14]=2)(=[O:12])=[O:11])[CH2:6][CH2:5][O:4][CH2:3][CH2:2]1.C(O)C.[Cl-].[NH4+]. Product: [NH2:19][C:16]1[CH:15]=[CH:14][C:13]([S:10]([NH:9][CH2:8][CH2:7][N:1]2[CH2:2][CH2:3][O:4][CH2:5][CH2:6]2)(=[O:12])=[O:11])=[CH:18][CH:17]=1. The catalyst class is: 150. (4) Reactant: FC(F)(F)C(O)=O.[NH2:8][CH2:9][CH2:10][NH:11][C:12](=[O:17])[C:13]([F:16])([F:15])[F:14].CCN(C(C)C)C(C)C.[N:27]([CH:30]([O:42][CH2:43][CH2:44][O:45][CH2:46][C:47]([O:49][CH2:50][CH3:51])=[O:48])[CH2:31][O:32][C:33]1[CH:34]=[C:35]([CH:39]=[CH:40][CH:41]=1)[C:36](O)=[O:37])=[N+:28]=[N-:29].C1CN([P+](ON2N=NC3C=CC=CC2=3)(N2CCCC2)N2CCCC2)CC1.F[P-](F)(F)(F)(F)F. Product: [CH2:50]([O:49][C:47](=[O:48])[CH2:46][O:45][CH2:44][CH2:43][O:42][CH:30]([N:27]=[N+:28]=[N-:29])[CH2:31][O:32][C:33]1[CH:41]=[CH:40][CH:39]=[C:35]([C:36](=[O:37])[NH:8][CH2:9][CH2:10][NH:11][C:12](=[O:17])[C:13]([F:16])([F:15])[F:14])[CH:34]=1)[CH3:51]. The catalyst class is: 39.